This data is from Merck oncology drug combination screen with 23,052 pairs across 39 cell lines. The task is: Regression. Given two drug SMILES strings and cell line genomic features, predict the synergy score measuring deviation from expected non-interaction effect. (1) Drug 1: Cc1nc(Nc2ncc(C(=O)Nc3c(C)cccc3Cl)s2)cc(N2CCN(CCO)CC2)n1. Drug 2: NC1CCCCC1N.O=C(O)C(=O)O.[Pt+2]. Cell line: PA1. Synergy scores: synergy=20.4. (2) Drug 1: CCC1=CC2CN(C1)Cc1c([nH]c3ccccc13)C(C(=O)OC)(c1cc3c(cc1OC)N(C)C1C(O)(C(=O)OC)C(OC(C)=O)C4(CC)C=CCN5CCC31C54)C2. Drug 2: O=C(NOCC(O)CO)c1ccc(F)c(F)c1Nc1ccc(I)cc1F. Cell line: HT144. Synergy scores: synergy=31.9. (3) Drug 2: NC1(c2ccc(-c3nc4ccn5c(=O)[nH]nc5c4cc3-c3ccccc3)cc2)CCC1. Drug 1: Nc1ccn(C2OC(CO)C(O)C2(F)F)c(=O)n1. Synergy scores: synergy=0.412. Cell line: CAOV3. (4) Drug 1: C=CCn1c(=O)c2cnc(Nc3ccc(N4CCN(C)CC4)cc3)nc2n1-c1cccc(C(C)(C)O)n1. Drug 2: NC(=O)c1cccc2cn(-c3ccc(C4CCCNC4)cc3)nc12. Cell line: SW837. Synergy scores: synergy=17.8.